This data is from Full USPTO retrosynthesis dataset with 1.9M reactions from patents (1976-2016). The task is: Predict the reactants needed to synthesize the given product. The reactants are: [Br:1][C:2]1[CH:7]=[CH:6][N:5]=[C:4]2[NH:8][C:9]([CH2:11][C:12]([O:14]C(C)(C)C)=[O:13])=[CH:10][C:3]=12.[C:19]([OH:25])([C:21]([F:24])([F:23])[F:22])=[O:20]. Given the product [F:22][C:21]([F:24])([F:23])[C:19]([OH:25])=[O:20].[Br:1][C:2]1[CH:7]=[CH:6][N:5]=[C:4]2[NH:8][C:9]([CH2:11][C:12]([OH:14])=[O:13])=[CH:10][C:3]=12, predict the reactants needed to synthesize it.